This data is from Reaction yield outcomes from USPTO patents with 853,638 reactions. The task is: Predict the reaction yield, written as a fraction of the theoretical maximum amount of product (1.0 means a 100% yield; for example, 0.34 means a 34% yield). (1) The reactants are [CH3:1][O:2][C:3]1[CH:4]=[C:5]([NH:11][C:12]2[C:13]([NH:22][S:23]([C:26]3[CH:34]=[CH:33][C:29]([C:30](O)=[O:31])=[CH:28][CH:27]=3)(=[O:25])=[O:24])=[N:14][C:15]3[C:20]([N:21]=2)=[CH:19][CH:18]=[CH:17][CH:16]=3)[CH:6]=[C:7]([O:9][CH3:10])[CH:8]=1.CCN=C=NCCCN(C)C.Cl.C1C=CC2N(O)N=NC=2C=1.CCN(C(C)C)C(C)C.[CH3:66][N:67]1[CH2:72][CH2:71][NH:70][CH2:69][CH2:68]1. The catalyst is C(Cl)Cl. The product is [CH3:10][O:9][C:7]1[CH:6]=[C:5]([NH:11][C:12]2[C:13]([NH:22][S:23]([C:26]3[CH:34]=[CH:33][C:29]([C:30]([N:70]4[CH2:71][CH2:72][N:67]([CH3:66])[CH2:68][CH2:69]4)=[O:31])=[CH:28][CH:27]=3)(=[O:25])=[O:24])=[N:14][C:15]3[C:20]([N:21]=2)=[CH:19][CH:18]=[CH:17][CH:16]=3)[CH:4]=[C:3]([O:2][CH3:1])[CH:8]=1. The yield is 0.900. (2) The reactants are [OH:1][C@H:2]1[CH2:7][CH2:6][C@H:5]([N:8]2[CH2:12][CH2:11][CH2:10][C:9]2=[O:13])[CH2:4][CH2:3]1.C1(P(C2C=CC=CC=2)C2C=CC=CC=2)C=CC=CC=1.[N+:33]([C:36]1[CH:44]=[CH:43][C:39]([C:40](O)=[O:41])=[CH:38][CH:37]=1)([O-:35])=[O:34].N(C(OC(C)C)=O)=NC(OC(C)C)=O. The catalyst is O1CCCC1. The product is [O:13]=[C:9]1[CH2:10][CH2:11][CH2:12][N:8]1[C@@H:5]1[CH2:4][CH2:3][C@H:2]([O:1][C:40](=[O:41])[C:39]2[CH:38]=[CH:37][C:36]([N+:33]([O-:35])=[O:34])=[CH:44][CH:43]=2)[CH2:7][CH2:6]1. The yield is 0.620. (3) The reactants are CC1(C)[O:6][C@@H:5]([C@H:7]2[C@H:11]3[O:12]C(C)(C)[O:14][C@H:10]3[C@H:9]([N:17]3[C:21]4[N:22]=[CH:23][N:24]=[C:25]([CH3:26])[C:20]=4[CH:19]=[CH:18]3)[O:8]2)[CH2:4][O:3]1.C(O)(C(F)(F)F)=O.O. The catalyst is C1(C)C=CC=CC=1. The product is [OH:6][CH:5]([C@H:7]1[C@@H:11]([OH:12])[C@@H:10]([OH:14])[C@H:9]([N:17]2[C:21]3[N:22]=[CH:23][N:24]=[C:25]([CH3:26])[C:20]=3[CH:19]=[CH:18]2)[O:8]1)[CH2:4][OH:3]. The yield is 0.390. (4) The yield is 0.940. The product is [C:7]([C:6]1[CH:9]=[C:10]([C:13]2[S:14][C:15]([N:18]3[C:26]([CH3:27])=[C:21]4[CH2:22][N:23]([CH2:29][C:30]([O:32][C:33]([CH3:36])([CH3:35])[CH3:34])=[O:31])[CH2:24][CH2:25][C:20]4=[N:19]3)=[N:16][N:17]=2)[CH:11]=[CH:12][C:5]=1[O:4][CH:2]([CH3:1])[CH3:3])#[N:8]. The catalyst is C(#N)C.O. The reactants are [CH3:1][CH:2]([O:4][C:5]1[CH:12]=[CH:11][C:10]([C:13]2[S:14][C:15]([N:18]3[C:26]([CH3:27])=[C:21]4[CH2:22][NH:23][CH2:24][CH2:25][C:20]4=[N:19]3)=[N:16][N:17]=2)=[CH:9][C:6]=1[C:7]#[N:8])[CH3:3].Br[CH2:29][C:30]([O:32][C:33]([CH3:36])([CH3:35])[CH3:34])=[O:31].C(=O)([O-])[O-].[K+].[K+]. (5) The reactants are Br[C:2]1[C:6]2[CH:7]=[C:8]3[C:13](=[CH:14][C:5]=2[N:4]([C:24]([C:37]2[CH:42]=[CH:41][CH:40]=[CH:39][CH:38]=2)([C:31]2[CH:36]=[CH:35][CH:34]=[CH:33][CH:32]=2)[C:25]2[CH:30]=[CH:29][CH:28]=[CH:27][CH:26]=2)[N:3]=1)[NH:12][C:11](=[O:15])[C:10]([CH:16]([C:18]1[CH:23]=[CH:22][CH:21]=[CH:20][CH:19]=1)[CH3:17])=[CH:9]3.C([O-])([O-])=O.[K+].[K+].[CH3:49][N:50]1[CH2:55][CH2:54][NH:53][CH2:52][CH2:51]1. The catalyst is CS(C)=O. The product is [CH3:49][N:50]1[CH2:55][CH2:54][N:53]([C:11]2[N:12]=[CH:13][C:8]([C:2]3[C:6]4[CH:7]=[C:8]5[C:13](=[CH:14][C:5]=4[N:4]([C:24]([C:25]4[CH:26]=[CH:27][CH:28]=[CH:29][CH:30]=4)([C:31]4[CH:36]=[CH:35][CH:34]=[CH:33][CH:32]=4)[C:37]4[CH:38]=[CH:39][CH:40]=[CH:41][CH:42]=4)[N:3]=3)[NH:12][C:11](=[O:15])[C:10]([CH:16]([C:18]3[CH:19]=[CH:20][CH:21]=[CH:22][CH:23]=3)[CH3:17])=[CH:9]5)=[CH:9][CH:10]=2)[CH2:52][CH2:51]1. The yield is 0.300. (6) The reactants are [CH2:1]([O:3][C:4](=[O:18])[NH:5][C:6]1[S:7][C:8]2[C:14](I)=[CH:13][CH:12]=[C:11]([O:16][CH3:17])[C:9]=2[N:10]=1)[CH3:2].C([Sn](CCCC)(CCCC)[C:24]1[O:25][CH2:26][CH2:27][O:28][CH:29]=1)CCC.O1C=CC=C1P(C1OC=CC=1)C1OC=CC=1. The catalyst is O1CCOCC1.C1C=CC(/C=C/C(/C=C/C2C=CC=CC=2)=O)=CC=1.C1C=CC(/C=C/C(/C=C/C2C=CC=CC=2)=O)=CC=1.[Pd]. The product is [CH2:1]([O:3][C:4](=[O:18])[NH:5][C:6]1[S:7][C:8]2[C:14]([C:24]3[O:25][CH2:26][CH2:27][O:28][CH:29]=3)=[CH:13][CH:12]=[C:11]([O:16][CH3:17])[C:9]=2[N:10]=1)[CH3:2]. The yield is 0.900. (7) The yield is 0.320. The reactants are I[C:2]1[CH:7]=[CH:6][N:5]=[C:4]2[CH:8]=[N:9][N:10]([CH:11]3[CH2:16][CH2:15][N:14](C(OC(C)(C)C)=O)[CH2:13][CH2:12]3)[C:3]=12.C1(P(C2C=CC=CC=2)C2C=CC3C(=CC=CC=3)C=2C2C3C(=CC=CC=3)C=CC=2P(C2C=CC=CC=2)C2C=CC=CC=2)C=CC=CC=1.[F:70][C:71]1[CH:76]=[CH:75][C:74]([CH3:77])=[CH:73][C:72]=1[C:78]1[CH:83]=[C:82]([NH2:84])[CH:81]=[CH:80][N:79]=1.CC(C)([O-])C. The product is [F:70][C:71]1[CH:76]=[CH:75][C:74]([CH3:77])=[CH:73][C:72]=1[C:78]1[CH:83]=[C:82]([NH:84][C:2]2[CH:7]=[CH:6][N:5]=[C:4]3[CH:8]=[N:9][N:10]([CH:11]4[CH2:12][CH2:13][NH:14][CH2:15][CH2:16]4)[C:3]=23)[CH:81]=[CH:80][N:79]=1. The catalyst is O1CCOCC1.CO.C([O-])(=O)C.[Pd+2].C([O-])(=O)C.